From a dataset of Forward reaction prediction with 1.9M reactions from USPTO patents (1976-2016). Predict the product of the given reaction. (1) Given the reactants [CH:1]([O:4][C:5]1[CH:10]=[CH:9][C:8]([C:11]2[CH:16]=[CH:15][CH:14]=[C:13]([CH:17]3[C:26]([CH3:28])([CH3:27])[CH2:25][C:24]4[C:19](=[CH:20][CH:21]=[C:22]([C:29]([OH:31])=O)[CH:23]=4)[NH:18]3)[CH:12]=2)=[CH:7][CH:6]=1)([CH3:3])[CH3:2].[CH3:32][S:33]([NH2:36])(=[O:35])=[O:34], predict the reaction product. The product is: [CH:1]([O:4][C:5]1[CH:10]=[CH:9][C:8]([C:11]2[CH:16]=[CH:15][CH:14]=[C:13]([CH:17]3[C:26]([CH3:27])([CH3:28])[CH2:25][C:24]4[C:19](=[CH:20][CH:21]=[C:22]([C:29]([NH:36][S:33]([CH3:32])(=[O:35])=[O:34])=[O:31])[CH:23]=4)[NH:18]3)[CH:12]=2)=[CH:7][CH:6]=1)([CH3:3])[CH3:2]. (2) Given the reactants C[O:2][C:3](=[O:11])[CH2:4][CH2:5][C:6]1[N:7]=[N:8][NH:9][N:10]=1.[OH-].[Na+], predict the reaction product. The product is: [N:7]1[NH:8][N:9]=[N:10][C:6]=1[CH2:5][CH2:4][C:3]([OH:11])=[O:2]. (3) Given the reactants [C:1]1([C:7]2[NH:8][CH:9]=[C:10]([CH:12]=O)[N:11]=2)[CH:6]=[CH:5][CH:4]=[CH:3][CH:2]=1.[CH3:14][NH2:15].CO.[BH4-].[Na+].[ClH:20], predict the reaction product. The product is: [ClH:20].[ClH:20].[CH3:14][NH:15][CH2:12][C:10]1[N:11]=[C:7]([C:1]2[CH:6]=[CH:5][CH:4]=[CH:3][CH:2]=2)[NH:8][CH:9]=1. (4) Given the reactants [C:1]([O:5][C:6]([N:8]1[CH2:13][CH2:12][CH:11]([CH2:14][CH2:15][CH2:16][C:17]([C:19]2[CH:24]=[CH:23][C:22]([S:25][CH2:26][F:27])=[CH:21][CH:20]=2)=[O:18])[CH2:10][CH2:9]1)=[O:7])([CH3:4])([CH3:3])[CH3:2].C1C=C(Cl)C=C(C(OO)=[O:36])C=1, predict the reaction product. The product is: [C:1]([O:5][C:6]([N:8]1[CH2:9][CH2:10][CH:11]([CH2:14][CH2:15][CH2:16][CH:17]([C:19]2[CH:24]=[CH:23][C:22]([S:25]([CH2:26][F:27])=[O:36])=[CH:21][CH:20]=2)[OH:18])[CH2:12][CH2:13]1)=[O:7])([CH3:4])([CH3:2])[CH3:3]. (5) Given the reactants Cl.[C:2]([C:4]1[CH:9]=[CH:8][C:7]([N:10]2[C:15](=[O:16])[CH:14]=[C:13]([O:17][CH:18]3[CH2:23][CH2:22][NH:21][CH2:20][CH2:19]3)[C:12]([C:24]([O:26][CH3:27])=[O:25])=[N:11]2)=[CH:6][C:5]=1[F:28])#[N:3].CCN(C(C)C)C(C)C.Cl[C:39]1[N:44]=[CH:43][C:42]([CH2:45][CH2:46][CH3:47])=[CH:41][N:40]=1.CCOC(C)=O, predict the reaction product. The product is: [C:2]([C:4]1[CH:9]=[CH:8][C:7]([N:10]2[C:15](=[O:16])[CH:14]=[C:13]([O:17][CH:18]3[CH2:19][CH2:20][N:21]([C:39]4[N:44]=[CH:43][C:42]([CH2:45][CH2:46][CH3:47])=[CH:41][N:40]=4)[CH2:22][CH2:23]3)[C:12]([C:24]([O:26][CH3:27])=[O:25])=[N:11]2)=[CH:6][C:5]=1[F:28])#[N:3]. (6) The product is: [Cl:1][C:2]1[CH:11]=[C:10]2[C:5]([C:6]([OH:18])=[C:7]([C:13]([O:15][CH2:16][CH3:17])=[O:14])[C:8](=[O:12])[NH:9]2)=[CH:4][C:3]=1[C:26]1[CH:25]=[C:24]2[C:29](=[CH:28][CH:27]=1)[N:21]([CH3:20])[CH:22]=[CH:23]2. Given the reactants [Cl:1][C:2]1[CH:11]=[C:10]2[C:5]([C:6]([OH:18])=[C:7]([C:13]([O:15][CH2:16][CH3:17])=[O:14])[C:8](=[O:12])[NH:9]2)=[CH:4][C:3]=1I.[CH3:20][N:21]1[C:29]2[C:24](=[CH:25][C:26](B(O)O)=[CH:27][CH:28]=2)[CH:23]=[CH:22]1.C(=O)([O-])[O-].[Cs+].[Cs+], predict the reaction product. (7) Given the reactants [CH2:1]([N:3]1[CH:7]=[CH:6][N:5]=[CH:4]1)[CH3:2].[CH2:8]([O:10][P:11]([O-:15])[O:12]CC)C, predict the reaction product. The product is: [CH3:1][P:11](=[O:15])([O-:12])[OH:10].[CH2:1]([N+:3]1[CH:7]=[CH:6][N:5]([CH3:8])[CH:4]=1)[CH3:2].